This data is from Catalyst prediction with 721,799 reactions and 888 catalyst types from USPTO. The task is: Predict which catalyst facilitates the given reaction. (1) Reactant: [C:1]([C:5]1[CH:9]=[C:8]([NH:10][C:11]([NH:13][C:14]2[C:23]3[C:18](=[CH:19][CH:20]=[CH:21][CH:22]=3)[C:17]([O:24][CH2:25][C:26]3[CH:31]=[CH:30][N:29]=[C:28]([NH:32][C:33]4[CH:38]=[N:37][CH:36]=[C:35]([CH2:39][CH3:40])[N:34]=4)[CH:27]=3)=[CH:16][CH:15]=2)=[O:12])[N:7]([C:41]2[CH:46]=[CH:45][C:44]([CH3:47])=[CH:43][CH:42]=2)[N:6]=1)([CH3:4])([CH3:3])[CH3:2].[C:48]([OH:55])(=[O:54])/[CH:49]=[CH:50]\[C:51]([OH:53])=[O:52]. Product: [C:48]([OH:55])(=[O:54])/[CH:49]=[CH:50]\[C:51]([OH:53])=[O:52].[C:1]([C:5]1[CH:9]=[C:8]([NH:10][C:11]([NH:13][C:14]2[C:23]3[C:18](=[CH:19][CH:20]=[CH:21][CH:22]=3)[C:17]([O:24][CH2:25][C:26]3[CH:31]=[CH:30][N:29]=[C:28]([NH:32][C:33]4[CH:38]=[N:37][CH:36]=[C:35]([CH2:39][CH3:40])[N:34]=4)[CH:27]=3)=[CH:16][CH:15]=2)=[O:12])[N:7]([C:41]2[CH:42]=[CH:43][C:44]([CH3:47])=[CH:45][CH:46]=2)[N:6]=1)([CH3:4])([CH3:2])[CH3:3]. The catalyst class is: 1. (2) Reactant: [NH2:1][C:2]1[C:11]2[N:12]=[C:13]([CH2:27][O:28][CH2:29][CH3:30])[N:14]([CH2:15][C:16]([NH:19]C(=O)OC(C)(C)C)([CH3:18])[CH3:17])[C:10]=2[C:9]2[CH:8]=[CH:7][CH:6]=[CH:5][C:4]=2[N:3]=1.Cl. Product: [NH2:19][C:16]([CH3:17])([CH3:18])[CH2:15][N:14]1[C:10]2[C:9]3[CH:8]=[CH:7][CH:6]=[CH:5][C:4]=3[N:3]=[C:2]([NH2:1])[C:11]=2[N:12]=[C:13]1[CH2:27][O:28][CH2:29][CH3:30]. The catalyst class is: 14. (3) Reactant: C1N=CN(C(N2C=NC=C2)=O)C=1.[F:13][C:14]1[CH:19]=[CH:18][C:17]([N:20]2[C:29]([CH2:30][CH2:31][CH2:32][CH2:33][C:34](O)=[O:35])=[CH:28][C:27]3[C:22](=[CH:23][CH:24]=[C:25]([C:37](=[O:48])[NH:38][C@@H:39]([C:41]4[CH:46]=[CH:45][C:44]([F:47])=[CH:43][CH:42]=4)[CH3:40])[CH:26]=3)[C:21]2=[O:49])=[CH:16][CH:15]=1.C1CCN2C(=NCCC2)CC1.[CH:61]1([S:64]([NH2:67])(=[O:66])=[O:65])[CH2:63][CH2:62]1. Product: [CH:61]1([S:64]([NH:67][C:34](=[O:35])[CH2:33][CH2:32][CH2:31][CH2:30][C:29]2[N:20]([C:17]3[CH:18]=[CH:19][C:14]([F:13])=[CH:15][CH:16]=3)[C:21](=[O:49])[C:22]3[C:27]([CH:28]=2)=[CH:26][C:25]([C:37]([NH:38][C@@H:39]([C:41]2[CH:46]=[CH:45][C:44]([F:47])=[CH:43][CH:42]=2)[CH3:40])=[O:48])=[CH:24][CH:23]=3)(=[O:66])=[O:65])[CH2:63][CH2:62]1. The catalyst class is: 7. (4) Reactant: N1C=CC=[CH:3][C:2]=1[S:7][S:8][C:9]1[CH:14]=[CH:13][CH:12]=[CH:11][N:10]=1.Cl.[NH2:16]CCS. Product: [N:10]1[CH:11]=[CH:12][CH:13]=[CH:14][C:9]=1[S:8][S:7][CH2:2][CH2:3][NH2:16]. The catalyst class is: 130. (5) Reactant: CS(OS(C)(=O)=O)(=O)=O.O[CH2:11]/[CH:12]=[CH:13]\[C:14]1[CH:19]=[C:18]([F:20])[CH:17]=[CH:16][C:15]=1[S:21]([N:24]([C:29]1[C:38]([C:39]([O:41][CH3:42])=[O:40])=[C:37]2[C:32]([C@H:33]3[CH2:43][C@H:34]3[CH2:35][O:36]2)=[CH:31][CH:30]=1)[C:25]([O:27][CH3:28])=[O:26])(=[O:23])=[O:22].C(N(C(C)C)CC)(C)C.[CH3:53][C:54]1([OH:59])[CH2:58][CH2:57][NH:56][CH2:55]1. Product: [F:20][C:18]1[CH:17]=[CH:16][C:15]([S:21]([N:24]([C:29]2[C:38]([C:39]([O:41][CH3:42])=[O:40])=[C:37]3[C:32]([C@H:33]4[CH2:43][C@H:34]4[CH2:35][O:36]3)=[CH:31][CH:30]=2)[C:25]([O:27][CH3:28])=[O:26])(=[O:22])=[O:23])=[C:14](/[CH:13]=[CH:12]\[CH2:11][N:56]2[CH2:57][CH2:58][C:54]([OH:59])([CH3:53])[CH2:55]2)[CH:19]=1. The catalyst class is: 2.